Dataset: Reaction yield outcomes from USPTO patents with 853,638 reactions. Task: Predict the reaction yield, written as a fraction of the theoretical maximum amount of product (1.0 means a 100% yield; for example, 0.34 means a 34% yield). The reactants are [CH2:1]1[O:3][CH2:2]1.[CH3:4][C:5]([CH3:9])([CH3:8])[CH2:6][NH2:7]. The catalyst is CO. The product is [CH3:4][C:5]([CH3:9])([CH3:8])[CH2:6][NH:7][CH2:2][CH2:1][OH:3]. The yield is 0.970.